Dataset: Tyrosyl-DNA phosphodiesterase HTS with 341,365 compounds. Task: Binary Classification. Given a drug SMILES string, predict its activity (active/inactive) in a high-throughput screening assay against a specified biological target. (1) The compound is Clc1c(C(N(C2CC2)C(=O)c2nnsc2)C(=O)NC2CCCC2)c(F)ccc1. The result is 0 (inactive). (2) The drug is O=C(Nc1c(OC)cccc1)C1CCN(CC1)c1ncccn1. The result is 0 (inactive).